Dataset: Catalyst prediction with 721,799 reactions and 888 catalyst types from USPTO. Task: Predict which catalyst facilitates the given reaction. (1) Reactant: OC[C:3]1([C:10]2[CH:15]=[CH:14]C=CN=2)[CH2:8][CH2:7][C:6](=O)[CH2:5][CH2:4]1.C1([NH2:19])CC1.[BH-](OC(C)=O)(OC(C)=O)OC(C)=O.[Na+].C([O-])(O)=O.[Na+]. The catalyst class is: 478. Product: [CH2:14]1[C@@H:15]([NH2:19])[C@@H:10]1[C:3]1[CH:4]=[CH:5][CH:6]=[CH:7][CH:8]=1. (2) Reactant: [CH2:1]([CH:3]([CH2:20][CH3:21])[CH:4]([C:10]1[CH:19]=[CH:18][C:13]2[N:14]=[C:15](N)[S:16][C:12]=2[CH:11]=1)[N:5]1[CH:9]=[CH:8][N:7]=[CH:6]1)[CH3:2].[BrH:22].N([O-])=O.[Na+].C([O-])(O)=O.[Na+]. Product: [Br:22][C:15]1[S:16][C:12]2[CH:11]=[C:10]([CH:4]([N:5]3[CH:9]=[CH:8][N:7]=[CH:6]3)[CH:3]([CH2:20][CH3:21])[CH2:1][CH3:2])[CH:19]=[CH:18][C:13]=2[N:14]=1. The catalyst class is: 578. (3) Reactant: CCCC[N+](CCCC)(CCCC)CCCC.[F-].[Br:19][C:20]1[CH:21]=[C:22]([CH:39]=[C:40]([O:42][Si](C(C)(C)C)(C)C)[CH:41]=1)[CH2:23][O:24][C:25]1[CH:30]=[CH:29][CH:28]=[CH:27][C:26]=1[CH2:31][C:32]([O:34][C:35]([CH3:38])([CH3:37])[CH3:36])=[O:33].C1(O)C=CC=CC=1.[NH4+].[Cl-]. Product: [Br:19][C:20]1[CH:21]=[C:22]([CH:39]=[C:40]([OH:42])[CH:41]=1)[CH2:23][O:24][C:25]1[CH:30]=[CH:29][CH:28]=[CH:27][C:26]=1[CH2:31][C:32]([O:34][C:35]([CH3:37])([CH3:38])[CH3:36])=[O:33]. The catalyst class is: 1.